Dataset: Peptide-MHC class II binding affinity with 134,281 pairs from IEDB. Task: Regression. Given a peptide amino acid sequence and an MHC pseudo amino acid sequence, predict their binding affinity value. This is MHC class II binding data. (1) The peptide sequence is RNEWILESDHLIAEM. The MHC is DRB1_1302 with pseudo-sequence DRB1_1302. The binding affinity (normalized) is 0.384. (2) The peptide sequence is FYKTLRAEQASQE. The MHC is DRB1_0401 with pseudo-sequence DRB1_0401. The binding affinity (normalized) is 0.761. (3) The peptide sequence is APCRIPVIVADDLTA. The MHC is DRB5_0101 with pseudo-sequence DRB5_0101. The binding affinity (normalized) is 0. (4) The binding affinity (normalized) is 0.590. The peptide sequence is GRTILKENIKYEVAIFVH. The MHC is DRB1_1501 with pseudo-sequence DRB1_1501. (5) The peptide sequence is FERLAITKGKVDPTD. The MHC is HLA-DQA10501-DQB10201 with pseudo-sequence HLA-DQA10501-DQB10201. The binding affinity (normalized) is 0.147. (6) The peptide sequence is PLYRYLGGCFACSL. The MHC is HLA-DPA10201-DPB10101 with pseudo-sequence HLA-DPA10201-DPB10101. The binding affinity (normalized) is 0.747.